This data is from Forward reaction prediction with 1.9M reactions from USPTO patents (1976-2016). The task is: Predict the product of the given reaction. (1) Given the reactants [CH3:1][O:2][C:3](=[O:5])[NH2:4].[CH:6]([N:9]([CH:12]([CH3:14])[CH3:13])[CH2:10][CH3:11])([CH3:8])C.Cl.N1CCC[C@H]1C1[NH:22][C:23]([C:26]2[CH:31]=[CH:30][C:29]([B:32]3[O:36][C:35]([CH3:38])([CH3:37])[C:34]([CH3:40])([CH3:39])[O:33]3)=[CH:28][CH:27]=2)=[CH:24][N:25]=1.F[P-](F)(F)(F)(F)F.N1(OC(N(C)C)=[N+](C)C)[C:52]2N=CC=[CH:56][C:51]=2N=N1.CN(C)C=[O:68], predict the reaction product. The product is: [CH3:1][O:2][C:3](=[O:5])[NH:4][C@H:11]([C:10]([N:9]1[CH2:6][CH2:8][CH2:14][C@H:12]1[C:13]1[NH:22][C:23]([C:26]2[CH:31]=[CH:30][C:29]([B:32]3[O:33][C:34]([CH3:40])([CH3:39])[C:35]([CH3:37])([CH3:38])[O:36]3)=[CH:28][CH:27]=2)=[CH:24][N:25]=1)=[O:68])[CH:51]([CH3:56])[CH3:52]. (2) Given the reactants [N+:1]([C:4]1[CH:12]=[CH:11][CH:10]=[C:6]([C:7]([OH:9])=O)[C:5]=1[C:13]([OH:15])=[O:14])([O-:3])=[O:2].COC(C)(C)C, predict the reaction product. The product is: [N+:1]([C:4]1[C:5]2[C:13](=[O:14])[O:15][C:7](=[O:9])[C:6]=2[CH:10]=[CH:11][CH:12]=1)([O-:3])=[O:2].